From a dataset of Full USPTO retrosynthesis dataset with 1.9M reactions from patents (1976-2016). Predict the reactants needed to synthesize the given product. (1) Given the product [Cl:1][C:2]1[CH:3]=[C:4]([OH:11])[CH:5]=[C:6]([N+:8]([O-:10])=[O:9])[CH:7]=1, predict the reactants needed to synthesize it. The reactants are: [Cl:1][C:2]1[CH:3]=[C:4]([O:11]C)[CH:5]=[C:6]([N+:8]([O-:10])=[O:9])[CH:7]=1.Cl.[NH+]1C=CC=CC=1. (2) Given the product [C:5]1([CH3:15])[CH:10]=[CH:9][C:8]([S:11]([CH:1]([OH:4])[CH:2]([OH:3])[S:11]([C:8]2[CH:9]=[CH:10][C:5]([CH3:15])=[CH:6][CH:7]=2)(=[O:13])=[O:12])(=[O:13])=[O:12])=[CH:7][CH:6]=1, predict the reactants needed to synthesize it. The reactants are: [CH2:1]([OH:4])[CH2:2][OH:3].[C:5]1([CH3:15])[CH:10]=[CH:9][C:8]([S:11](Cl)(=[O:13])=[O:12])=[CH:7][CH:6]=1.Cl.